Dataset: HIV replication inhibition screening data with 41,000+ compounds from the AIDS Antiviral Screen. Task: Binary Classification. Given a drug SMILES string, predict its activity (active/inactive) in a high-throughput screening assay against a specified biological target. (1) The result is 0 (inactive). The drug is O=C(Nc1cc2c(=O)oc3ccccc3c2oc1=O)c1cccnc1. (2) The compound is CC[N+]1(CC)CCN2CCN[Co-4]213([N+](=O)[O-])[O+]=C(C)C=C(C)[OH+]3.[O-][Cl+3]([O-])([O-])O. The result is 0 (inactive). (3) The drug is N#Cc1c2nc3ccccc3nc2n2ccccc12. The result is 0 (inactive). (4) The compound is Cl.NC1c2c(Br)sc(N3CCOCC3)c2C(=O)C1O. The result is 0 (inactive). (5) The result is 0 (inactive). The molecule is COc1ccc2cc1Oc1ccc(cc1)CC1c3cc(c(OC)cc3CCN1C)Oc1c(O)c(OC)cc3c1CCN(C)C3C2. (6) The compound is CCCC[Sn](CCCC)(OC(=O)C(N)CSC)OC(=O)C(N)CSC. The result is 0 (inactive).